This data is from Forward reaction prediction with 1.9M reactions from USPTO patents (1976-2016). The task is: Predict the product of the given reaction. (1) Given the reactants [S:1]1[CH:5]=[CH:4][CH:3]=[C:2]1[C:6]([O:8][CH3:9])=[O:7].[Cl:10][S:11](O)(=[O:13])=[O:12].N1C=CC=CC=1.P(Cl)(Cl)(Cl)(Cl)Cl, predict the reaction product. The product is: [Cl:10][S:11]([C:5]1[S:1][C:2]([C:6]([O:8][CH3:9])=[O:7])=[CH:3][CH:4]=1)(=[O:13])=[O:12]. (2) Given the reactants Cl[C:2]1[C:3]2[CH2:16][S:15][CH2:14][C:4]=2[N:5]=[C:6]([C:8]2[S:9][C:10]([Cl:13])=[CH:11][CH:12]=2)[N:7]=1.[NH:17]1[C:25]2[C:20](=[CH:21][CH:22]=[C:23]([O:26][CH2:27][C:28]([N:30]([CH3:32])[CH3:31])=[O:29])[CH:24]=2)[CH:19]=[N:18]1, predict the reaction product. The product is: [Cl:13][C:10]1[S:9][C:8]([C:6]2[N:7]=[C:2]([N:17]3[C:25]4[C:20](=[CH:21][CH:22]=[C:23]([O:26][CH2:27][C:28]([N:30]([CH3:32])[CH3:31])=[O:29])[CH:24]=4)[CH:19]=[N:18]3)[C:3]3[CH2:16][S:15][CH2:14][C:4]=3[N:5]=2)=[CH:12][CH:11]=1.